From a dataset of Full USPTO retrosynthesis dataset with 1.9M reactions from patents (1976-2016). Predict the reactants needed to synthesize the given product. (1) Given the product [CH3:37][N:35]([CH3:36])[C@@H:32]1[CH2:33][CH2:34][N:30]([C:27]2[CH:28]=[CH:29][C:24]([NH:23][C:21](=[O:22])[CH2:20][N:16]3[CH2:15][CH2:14][CH:13]([C:7]4[CH:12]=[CH:11][CH:10]=[CH:9][CH:8]=4)[CH2:18][CH2:17]3)=[CH:25][CH:26]=2)[CH2:31]1, predict the reactants needed to synthesize it. The reactants are: C(=O)([O-])[O-].[Cs+].[Cs+].[C:7]1([CH:13]2[CH2:18][CH2:17][NH:16][CH2:15][CH2:14]2)[CH:12]=[CH:11][CH:10]=[CH:9][CH:8]=1.Cl[CH2:20][C:21]([NH:23][C:24]1[CH:29]=[CH:28][C:27]([N:30]2[CH2:34][CH2:33][C@@H:32]([N:35]([CH3:37])[CH3:36])[CH2:31]2)=[CH:26][CH:25]=1)=[O:22]. (2) Given the product [CH2:29]([O:1][CH2:2][CH:3]1[CH2:15][N:13]2[C:14]3[C:9]([C:10](=[O:26])[N:11]([CH2:17][C:18]4[CH:19]=[CH:20][C:21]([O:24][CH3:25])=[CH:22][CH:23]=4)[C:12]2=[O:16])=[CH:8][CH:7]=[CH:6][C:5]=3[CH2:4]1)[C:30]1[CH:35]=[CH:34][CH:33]=[CH:32][CH:31]=1, predict the reactants needed to synthesize it. The reactants are: [OH:1][CH2:2][CH:3]1[CH2:15][N:13]2[C:14]3[C:9]([C:10](=[O:26])[N:11]([CH2:17][C:18]4[CH:23]=[CH:22][C:21]([O:24][CH3:25])=[CH:20][CH:19]=4)[C:12]2=[O:16])=[CH:8][CH:7]=[CH:6][C:5]=3[CH2:4]1.[H-].[Na+].[CH2:29](Br)[C:30]1[CH:35]=[CH:34][CH:33]=[CH:32][CH:31]=1.S([O-])(O)(=O)=O.[K+]. (3) Given the product [CH2:17]([NH:24][C:25]([N:27]1[CH2:32][CH2:31][N:30]([C:2]2[C:3]3[S:10][C:9]([C:11]4[CH:12]=[N:13][N:14]([CH3:16])[CH:15]=4)=[CH:8][C:4]=3[N:5]=[CH:6][N:7]=2)[CH2:29][CH2:28]1)=[O:26])[C:18]1[CH:23]=[CH:22][CH:21]=[CH:20][CH:19]=1, predict the reactants needed to synthesize it. The reactants are: Cl[C:2]1[C:3]2[S:10][C:9]([C:11]3[CH:12]=[N:13][N:14]([CH3:16])[CH:15]=3)=[CH:8][C:4]=2[N:5]=[CH:6][N:7]=1.[CH2:17]([NH:24][C:25]([N:27]1[CH2:32][CH2:31][NH:30][CH2:29][CH2:28]1)=[O:26])[C:18]1[CH:23]=[CH:22][CH:21]=[CH:20][CH:19]=1.C(N(CC)CC)C. (4) Given the product [C:1](=[O:4])([O:3][CH2:13][CH2:14][CH2:16][CH3:22])[O:2][CH2:7][CH2:8][CH2:9][CH3:10], predict the reactants needed to synthesize it. The reactants are: [C:1]([O-:4])([O-:3])=[O:2].[K+].[K+].[CH2:7](O)[CH2:8][CH2:9][CH3:10].Cl[C:13](Cl)(Cl)[C:14]([C:16](Cl)(Cl)Cl)=O.[CH:22](Cl)(Cl)Cl. (5) Given the product [Cl-:34].[CH2:1]([N:3]([CH:24]([CH3:33])[C:25](=[O:32])[C:26]1[CH:27]=[CH:28][CH:29]=[CH:30][CH:31]=1)[C:4]([C:6]1[N:7]=[C:8]([CH:11]2[CH2:12][CH2:13][NH2+:14][CH2:15][CH2:16]2)[S:9][CH:10]=1)=[O:5])[CH3:2], predict the reactants needed to synthesize it. The reactants are: [CH2:1]([N:3]([CH:24]([CH3:33])[C:25](=[O:32])[C:26]1[CH:31]=[CH:30][CH:29]=[CH:28][CH:27]=1)[C:4]([C:6]1[N:7]=[C:8]([CH:11]2[CH2:16][CH2:15][N:14](C(OC(C)(C)C)=O)[CH2:13][CH2:12]2)[S:9][CH:10]=1)=[O:5])[CH3:2].[ClH:34]. (6) Given the product [CH2:11]1[CH2:10][O:9][C:6]2([CH2:5][CH2:4][CH:3]([CH:13]=[O:14])[CH2:8][CH2:7]2)[O:12]1, predict the reactants needed to synthesize it. The reactants are: C([C:3]1([C:13]([O-])=[O:14])[CH2:8][CH2:7][C:6]2([O:12][CH2:11][CH2:10][O:9]2)[CH2:5][CH2:4]1)C.[H-].C([Al+]CC(C)C)C(C)C.[Cl-].[NH4+]. (7) Given the product [Br:1][C:2]1[CH:3]=[CH:4][CH:5]=[C:6]2[C:10]=1[N:9]([CH2:29][CH3:30])[N:8]=[C:7]2[NH2:11], predict the reactants needed to synthesize it. The reactants are: [Br:1][C:2]1[CH:3]=[CH:4][CH:5]=[C:6]2[C:10]=1[NH:9][N:8]=[C:7]2[N:11]1C(=O)C2C(=CC=CC=2)C1=O.C([O-])([O-])=O.[Cs+].[Cs+].I[CH2:29][CH3:30]. (8) The reactants are: [C:1]1([C:7]2[O:8][C:9]([C:15]([F:18])([F:17])[F:16])=[C:10]([C:12]([OH:14])=O)[N:11]=2)[CH:6]=[CH:5][CH:4]=[CH:3][CH:2]=1.[CH3:19][O:20][CH2:21][CH2:22][CH2:23][NH:24][C:25]1[CH:30]=[CH:29][C:28]([NH2:31])=[CH:27][N:26]=1. Given the product [CH3:19][O:20][CH2:21][CH2:22][CH2:23][NH:24][C:25]1[N:26]=[CH:27][C:28]([NH:31][C:12]([C:10]2[N:11]=[C:7]([C:1]3[CH:2]=[CH:3][CH:4]=[CH:5][CH:6]=3)[O:8][C:9]=2[C:15]([F:18])([F:17])[F:16])=[O:14])=[CH:29][CH:30]=1, predict the reactants needed to synthesize it.